Dataset: Forward reaction prediction with 1.9M reactions from USPTO patents (1976-2016). Task: Predict the product of the given reaction. (1) Given the reactants [C:1]([C:4]1[CH:5]([C:23]2[CH:31]=[CH:30][C:29]([C:32]#[N:33])=[CH:28][C:24]=2[C:25](O)=[O:26])[N:6]([CH3:22])[C:7](=[O:21])[N:8]([C:11]2[CH:16]=[CH:15][CH:14]=[C:13]([C:17]([F:20])([F:19])[F:18])[CH:12]=2)[C:9]=1[CH3:10])(=[O:3])[CH3:2].C(N(CC)CC)C.F[P-](F)(F)(F)(F)F.N1(OC(N(C)C)=[N+](C)C)C2N=CC=CC=2N=N1.[C:65]([NH:68][NH2:69])(=[O:67])[CH3:66], predict the reaction product. The product is: [C:65]([N:68]([C:25](=[O:26])[C:24]1[CH:28]=[C:29]([C:32]#[N:33])[CH:30]=[CH:31][C:23]=1[CH:5]1[C:4]([C:1](=[O:3])[CH3:2])=[C:9]([CH3:10])[N:8]([C:11]2[CH:16]=[CH:15][CH:14]=[C:13]([C:17]([F:18])([F:19])[F:20])[CH:12]=2)[C:7](=[O:21])[N:6]1[CH3:22])[NH2:69])(=[O:67])[CH3:66]. (2) Given the reactants [Cl:1][C:2]1[CH:9]=[C:8]([N:10]2[C:14]([CH3:15])=[CH:13][C:12]([CH3:16])=[N:11]2)[CH:7]=[CH:6][C:3]=1[C:4]#[N:5].[Br:17]Br, predict the reaction product. The product is: [Br:17][C:13]1[C:12]([CH3:16])=[N:11][N:10]([C:8]2[CH:7]=[CH:6][C:3]([C:4]#[N:5])=[C:2]([Cl:1])[CH:9]=2)[C:14]=1[CH3:15]. (3) Given the reactants [CH3:1][Mg]Br.[CH3:4][C:5]([CH3:36])([CH2:34][CH3:35])[CH2:6][C:7]1[N:8]=[C:9]([CH:18]([OH:33])[C:19](=[O:32])[C:20]2[CH:25]=[CH:24][C:23]([C:26]3[CH:31]=[CH:30][CH:29]=[CH:28][N:27]=3)=[CH:22][CH:21]=2)[N:10]([S:12]([N:15]([CH3:17])[CH3:16])(=[O:14])=[O:13])[CH:11]=1, predict the reaction product. The product is: [OH:33][CH:18]([C:9]1[N:10]([S:12]([N:15]([CH3:17])[CH3:16])(=[O:14])=[O:13])[CH:11]=[C:7]([CH2:6][C:5]([CH3:36])([CH3:4])[CH2:34][CH3:35])[N:8]=1)[C:19]([OH:32])([C:20]1[CH:25]=[CH:24][C:23]([C:26]2[CH:31]=[CH:30][CH:29]=[CH:28][N:27]=2)=[CH:22][CH:21]=1)[CH3:1]. (4) Given the reactants [C:1]([C:5]1[CH:10]=[CH:9][C:8]([S:11]([N:14]([CH2:24][C:25](O)=[O:26])[C:15]2[CH:20]=[CH:19][CH:18]=[C:17]([N:21]([CH3:23])[CH3:22])[CH:16]=2)(=[O:13])=[O:12])=[CH:7][CH:6]=1)([CH3:4])([CH3:3])[CH3:2].[CH2:28]([NH:30][CH2:31][C:32]1[CH:37]=[CH:36][CH:35]=[CH:34][N:33]=1)[CH3:29], predict the reaction product. The product is: [C:1]([C:5]1[CH:10]=[CH:9][C:8]([S:11]([N:14]([C:15]2[CH:20]=[CH:19][CH:18]=[C:17]([N:21]([CH3:22])[CH3:23])[CH:16]=2)[CH2:24][C:25]([N:30]([CH2:28][CH3:29])[CH2:31][C:32]2[CH:37]=[CH:36][CH:35]=[CH:34][N:33]=2)=[O:26])(=[O:13])=[O:12])=[CH:7][CH:6]=1)([CH3:4])([CH3:2])[CH3:3]. (5) Given the reactants [Li+].[OH-].[Cl:3][C:4]1[CH:8]=[C:7]([CH:9]=[O:10])[NH:6][C:5]=1[C:11]([O:13]C)=[O:12], predict the reaction product. The product is: [Cl:3][C:4]1[CH:8]=[C:7]([CH:9]=[O:10])[NH:6][C:5]=1[C:11]([OH:13])=[O:12]. (6) Given the reactants [O-]CC.[Na+].[CH3:5][C:6]1[CH:7]=[CH:8][C:9]([C:12]2[N:16]([C:17]3[CH:22]=[CH:21][CH:20]=[CH:19][N:18]=3)[N:15]=[C:14]([C:23]([O:25]CC)=[O:24])[CH:13]=2)=[N:10][CH:11]=1.O.C(OCC)C, predict the reaction product. The product is: [CH3:5][C:6]1[CH:7]=[CH:8][C:9]([C:12]2[N:16]([C:17]3[CH:22]=[CH:21][CH:20]=[CH:19][N:18]=3)[N:15]=[C:14]([C:23]([OH:25])=[O:24])[CH:13]=2)=[N:10][CH:11]=1.